From a dataset of Full USPTO retrosynthesis dataset with 1.9M reactions from patents (1976-2016). Predict the reactants needed to synthesize the given product. (1) Given the product [CH3:1][C:2]1[CH:10]=[CH:9][CH:8]=[CH:7][C:3]=1[C:4]([N:35]([CH2:36][CH2:37][CH3:38])[CH2:34][C:13]([CH2:14][NH:15][C:16]1[CH:24]=[C:23]([CH3:25])[CH:22]=[C:21]2[C:17]=1[CH:18]=[N:19][N:20]2[C:26]1[CH:27]=[CH:28][C:29]([F:32])=[CH:30][CH:31]=1)([OH:33])[C:12]([F:11])([F:40])[F:39])=[O:6], predict the reactants needed to synthesize it. The reactants are: [CH3:1][C:2]1[CH:10]=[CH:9][CH:8]=[CH:7][C:3]=1[C:4]([OH:6])=O.[F:11][C:12]([F:40])([F:39])[C:13]([CH2:34][NH:35][CH2:36][CH2:37][CH3:38])([OH:33])[CH2:14][NH:15][C:16]1[CH:24]=[C:23]([CH3:25])[CH:22]=[C:21]2[C:17]=1[CH:18]=[N:19][N:20]2[C:26]1[CH:31]=[CH:30][C:29]([F:32])=[CH:28][CH:27]=1. (2) Given the product [CH3:1][C:2]1[CH:6]=[C:5]([C:14]2([OH:17])[CH2:15][CH2:16][C:11]3([O:10][CH2:9][CH2:8][O:7]3)[CH2:12][CH2:13]2)[S:4][N:3]=1, predict the reactants needed to synthesize it. The reactants are: [CH3:1][C:2]1[CH:6]=[CH:5][S:4][N:3]=1.[O:7]1[C:11]2([CH2:16][CH2:15][C:14](=[O:17])[CH2:13][CH2:12]2)[O:10][CH2:9][CH2:8]1. (3) Given the product [CH3:48][O:47][C:43]1[CH:42]=[C:41]2[C:46]([C:37]([CH2:36][N:16]3[C:15](=[O:33])[C@@H:14]([NH:13][C:11](=[O:12])[C@@H:10]([N:2]([CH3:1])[C:3](=[O:9])[O:4][C:5]([CH3:6])([CH3:7])[CH3:8])[CH3:34])[C@H:20]([CH3:21])[N:19]([C:22](=[O:28])[CH2:23][S:24]([CH3:27])(=[O:25])=[O:26])[C:18]4[CH:29]=[CH:30][CH:31]=[CH:32][C:17]3=4)=[CH:38][C:39](=[O:49])[O:40]2)=[CH:45][CH:44]=1, predict the reactants needed to synthesize it. The reactants are: [CH3:1][N:2]([C@@H:10]([CH3:34])[C:11]([NH:13][C@H:14]1[C@H:20]([CH3:21])[N:19]([C:22](=[O:28])[CH2:23][S:24]([CH3:27])(=[O:26])=[O:25])[C:18]2[CH:29]=[CH:30][CH:31]=[CH:32][C:17]=2[NH:16][C:15]1=[O:33])=[O:12])[C:3](=[O:9])[O:4][C:5]([CH3:8])([CH3:7])[CH3:6].Br[CH2:36][C:37]1[C:46]2[C:41](=[CH:42][C:43]([O:47][CH3:48])=[CH:44][CH:45]=2)[O:40][C:39](=[O:49])[CH:38]=1.C(=O)([O-])[O-].[Cs+].[Cs+].[I-].[Na+]. (4) Given the product [NH2:20][C:18]1[CH:17]=[CH:16][C:15]([CH2:23][C:24]([O:26][CH2:27][CH3:28])=[O:25])=[C:14]([CH2:13][N:11]([C:9]([O:8][CH2:1][C:2]2[CH:3]=[CH:4][CH:5]=[CH:6][CH:7]=2)=[O:10])[CH3:12])[CH:19]=1, predict the reactants needed to synthesize it. The reactants are: [CH2:1]([O:8][C:9]([N:11]([CH2:13][C:14]1[CH:19]=[C:18]([N+:20]([O-])=O)[CH:17]=[CH:16][C:15]=1[CH2:23][C:24]([O:26][CH2:27][CH3:28])=[O:25])[CH3:12])=[O:10])[C:2]1[CH:7]=[CH:6][CH:5]=[CH:4][CH:3]=1.[Cl-].[NH4+]. (5) Given the product [N:20]1([CH:17]2[CH2:18][CH2:19][N:14]([C:7]3[CH:8]=[CH:9][C:10]([NH2:11])=[C:5]([O:4][CH2:3][CH:2]([CH3:26])[CH3:1])[CH:6]=3)[CH2:15][CH2:16]2)[CH2:25][CH2:24][CH2:23][CH2:22][CH2:21]1, predict the reactants needed to synthesize it. The reactants are: [CH3:1][CH:2]([CH3:26])[CH2:3][O:4][C:5]1[CH:6]=[C:7]([N:14]2[CH2:19][CH2:18][CH:17]([N:20]3[CH2:25][CH2:24][CH2:23][CH2:22][CH2:21]3)[CH2:16][CH2:15]2)[CH:8]=[CH:9][C:10]=1[N+:11]([O-])=O. (6) Given the product [CH2:30]([N:16]1[C:15]2[CH:14]=[CH:13][C:12]([C:23]([C:22]3[CH:26]=[CH:27][C:19]([CH3:18])=[CH:20][CH:21]=3)=[O:24])=[CH:11][C:10]=2[C:9]2[C:17]1=[CH:5][CH:6]=[CH:7][CH:8]=2)[CH3:31], predict the reactants needed to synthesize it. The reactants are: [Al+3].[Cl-].[Cl-].[Cl-].[CH:5]1[C:17]2[NH:16][C:15]3[C:10](=[CH:11][CH:12]=[CH:13][CH:14]=3)[C:9]=2[CH:8]=[CH:7][CH:6]=1.[CH3:18][C:19]1[CH:27]=[CH:26][C:22]([C:23](Cl)=[O:24])=[CH:21][CH:20]=1.[OH-].[Na+].[CH:30]1C=CC=C[CH:31]=1. (7) The reactants are: Br[C:2]1[C:10]2[S:9][CH:8]=[CH:7][C:6]=2[CH:5]=[CH:4][CH:3]=1.C([Li])CCC.CCCCCC.[B:22](OC)([O:25]C)[O:23]C. Given the product [S:9]1[C:10]2[C:2]([B:22]([OH:25])[OH:23])=[CH:3][CH:4]=[CH:5][C:6]=2[CH:7]=[CH:8]1, predict the reactants needed to synthesize it. (8) Given the product [CH2:1]([O:3][C:4](=[O:14])[C:5]1[CH:10]=[C:9]([Br:11])[CH:8]=[C:7]([CH3:12])[C:6]=1[N:13]([C:20]([O:19][C:15]([CH3:18])([CH3:17])[CH3:16])=[O:21])[C:20]([O:19][C:15]([CH3:18])([CH3:17])[CH3:16])=[O:21])[CH3:2], predict the reactants needed to synthesize it. The reactants are: [CH2:1]([O:3][C:4](=[O:14])[C:5]1[CH:10]=[C:9]([Br:11])[CH:8]=[C:7]([CH3:12])[C:6]=1[NH2:13])[CH3:2].[C:15]([O:19][C:20](N([C:20]([O:19][C:15]([CH3:18])([CH3:17])[CH3:16])=[O:21])C1C(Br)=CC(C(F)(F)F)=C(Cl)C=1)=[O:21])([CH3:18])([CH3:17])[CH3:16]. (9) Given the product [CH3:1][S:2][C:3]1[CH:8]=[CH:7][C:6]([C:9]([C:11]2[N:12]=[C:13]3[CH:19]=[CH:18][N:17]([S:20]([C:23]4[CH:29]=[CH:28][C:26]([CH3:27])=[CH:25][CH:24]=4)(=[O:22])=[O:21])[C:14]3=[N:15][CH:16]=2)=[O:34])=[CH:5][CH:4]=1, predict the reactants needed to synthesize it. The reactants are: [CH3:1][S:2][C:3]1[CH:8]=[CH:7][C:6]([C:9]([C:11]2[N:12]=[C:13]3[CH:19]=[CH:18][N:17]([S:20]([C:23]4[CH:29]=[CH:28][C:26]([CH3:27])=[CH:25][CH:24]=4)(=[O:22])=[O:21])[C:14]3=[N:15][CH:16]=2)=N)=[CH:5][CH:4]=1.Cl.C1C[O:34]CC1.